This data is from Reaction yield outcomes from USPTO patents with 853,638 reactions. The task is: Predict the reaction yield, written as a fraction of the theoretical maximum amount of product (1.0 means a 100% yield; for example, 0.34 means a 34% yield). (1) The reactants are Cl.[Cl:2][C:3]1[CH:4]=[C:5]2[C:9](=[CH:10][CH:11]=1)[NH:8][CH:7]=[C:6]2[CH2:12][CH2:13][NH2:14].[CH2:15]([N:22]1[C:26]([C:27](Cl)=[O:28])=[CH:25][C:24]([C:30]([CH3:33])([CH3:32])[CH3:31])=[N:23]1)[C:16]1[CH:21]=[CH:20][CH:19]=[CH:18][CH:17]=1.C(N(CC)CC)C.C(OCC)(=O)C. The catalyst is ClCCl. The product is [CH2:15]([N:22]1[C:26]([C:27]([NH:14][CH2:13][CH2:12][C:6]2[C:5]3[C:9](=[CH:10][CH:11]=[C:3]([Cl:2])[CH:4]=3)[NH:8][CH:7]=2)=[O:28])=[CH:25][C:24]([C:30]([CH3:33])([CH3:32])[CH3:31])=[N:23]1)[C:16]1[CH:17]=[CH:18][CH:19]=[CH:20][CH:21]=1. The yield is 0.590. (2) The reactants are N[C:2]1[C:7]([N+:8]([O-:10])=[O:9])=[CH:6][CH:5]=[CH:4][C:3]=1[OH:11].S(=O)(=O)(O)O.N([O-])=O.[Na+].[I-:21].[K+]. The catalyst is O.CS(C)=O. The product is [I:21][C:2]1[C:7]([N+:8]([O-:10])=[O:9])=[CH:6][CH:5]=[CH:4][C:3]=1[OH:11]. The yield is 1.00. (3) The reactants are Cl[C:2]1[N:7]2[N:8]=[C:9]([NH:11][C:12](=[O:19])[C:13]3[CH:18]=[CH:17][CH:16]=[N:15][CH:14]=3)[N:10]=[C:6]2[CH:5]=[C:4]([Cl:20])[CH:3]=1.[CH:21]1([NH2:24])[CH2:23][CH2:22]1. No catalyst specified. The product is [Cl:20][C:4]1[CH:3]=[C:2]([NH:24][CH:21]2[CH2:23][CH2:22]2)[N:7]2[N:8]=[C:9]([NH:11][C:12](=[O:19])[C:13]3[CH:18]=[CH:17][CH:16]=[N:15][CH:14]=3)[N:10]=[C:6]2[CH:5]=1. The yield is 0.430. (4) The reactants are [F:1][C:2]1[CH:7]=[C:6]([F:8])[CH:5]=[C:4](F)[C:3]=1[N+:10]([O-:12])=[O:11].[CH3:13][NH2:14]. The catalyst is C1COCC1.CCCCCC. The product is [F:1][C:2]1[C:3]([N+:10]([O-:12])=[O:11])=[C:4]([CH:5]=[C:6]([F:8])[CH:7]=1)[NH:14][CH3:13]. The yield is 0.960. (5) The reactants are [F:1][C:2]1[CH:3]=[C:4]([NH2:24])[CH:5]=[CH:6][C:7]=1[O:8][C:9]1[CH:14]=[CH:13][N:12]=[C:11]2[CH:15]=[C:16]([C:18]3[O:22][N:21]=[C:20]([CH3:23])[N:19]=3)[S:17][C:10]=12.[OH:25][C:26]([CH3:45])([CH3:44])[CH2:27][N:28]1[C:32]([CH3:33])=[C:31]([C:34](O)=[O:35])[C:30](=[O:37])[N:29]1[C:38]1[CH:43]=[CH:42][CH:41]=[CH:40][CH:39]=1.C(Cl)CCl.C1C=CC2N(O)N=NC=2C=1.CCN(C(C)C)C(C)C. The catalyst is C(Cl)(Cl)Cl.CN(C=O)C. The product is [F:1][C:2]1[CH:3]=[C:4]([NH:24][C:34]([C:31]2[C:30](=[O:37])[N:29]([C:38]3[CH:39]=[CH:40][CH:41]=[CH:42][CH:43]=3)[N:28]([CH2:27][C:26]([OH:25])([CH3:45])[CH3:44])[C:32]=2[CH3:33])=[O:35])[CH:5]=[CH:6][C:7]=1[O:8][C:9]1[CH:14]=[CH:13][N:12]=[C:11]2[CH:15]=[C:16]([C:18]3[O:22][N:21]=[C:20]([CH3:23])[N:19]=3)[S:17][C:10]=12. The yield is 0.260. (6) The reactants are [NH2:1][C:2]1[N:7]=[C:6](Br)[C:5]([C:9]#[N:10])=[C:4]([S:11][CH3:12])[N:3]=1.[OH:13][CH2:14][C:15]1[CH:20]=[CH:19][CH:18]=[CH:17][N:16]=1.C1CCN2C(=NCCC2)CC1.O. The catalyst is COCCOC. The product is [NH2:1][C:2]1[N:3]=[C:4]([S:11][CH3:12])[C:5]([C:9]#[N:10])=[C:6]([O:13][CH2:14][C:15]2[CH:20]=[CH:19][CH:18]=[CH:17][N:16]=2)[N:7]=1. The yield is 0.160.